Dataset: Peptide-MHC class II binding affinity with 134,281 pairs from IEDB. Task: Regression. Given a peptide amino acid sequence and an MHC pseudo amino acid sequence, predict their binding affinity value. This is MHC class II binding data. The peptide sequence is AFRVAATAANAAPAN. The MHC is HLA-DPA10103-DPB10301 with pseudo-sequence HLA-DPA10103-DPB10301. The binding affinity (normalized) is 0.809.